Dataset: Full USPTO retrosynthesis dataset with 1.9M reactions from patents (1976-2016). Task: Predict the reactants needed to synthesize the given product. Given the product [Cl:5][C:6]1[CH:7]=[C:8]([NH:14][C:15](=[O:29])[CH2:16][O:17][C:18]2[CH:23]=[CH:22][C:21]([C:24]([F:27])([F:25])[F:26])=[CH:20][C:19]=2[Cl:28])[CH:9]=[CH:10][C:11]=1[CH2:12][Cl:3], predict the reactants needed to synthesize it. The reactants are: S(Cl)([Cl:3])=O.[Cl:5][C:6]1[CH:7]=[C:8]([NH:14][C:15](=[O:29])[CH2:16][O:17][C:18]2[CH:23]=[CH:22][C:21]([C:24]([F:27])([F:26])[F:25])=[CH:20][C:19]=2[Cl:28])[CH:9]=[CH:10][C:11]=1[CH2:12]O.